This data is from Forward reaction prediction with 1.9M reactions from USPTO patents (1976-2016). The task is: Predict the product of the given reaction. (1) Given the reactants [Cl:1][C:2]1[CH:10]=[C:9]([CH:11]([O:14][CH2:15][C:16]2([C:29]3[CH:34]=[CH:33][C:32]([F:35])=[CH:31][CH:30]=3)[CH2:21][CH2:20][N:19]([C:22]([O:24][C:25]([CH3:28])([CH3:27])[CH3:26])=[O:23])[CH2:18][CH2:17]2)[CH2:12][OH:13])[C:8]2[C:4](=[CH:5][N:6]([CH2:36][O:37][CH2:38][CH2:39][Si:40]([CH3:43])([CH3:42])[CH3:41])[N:7]=2)[CH:3]=1.CCN(CC)CC.C(Cl)Cl.[CH3:54][S:55](Cl)(=[O:57])=[O:56], predict the reaction product. The product is: [Cl:1][C:2]1[CH:10]=[C:9]([CH:11]([O:14][CH2:15][C:16]2([C:29]3[CH:34]=[CH:33][C:32]([F:35])=[CH:31][CH:30]=3)[CH2:21][CH2:20][N:19]([C:22]([O:24][C:25]([CH3:28])([CH3:27])[CH3:26])=[O:23])[CH2:18][CH2:17]2)[CH2:12][O:13][S:55]([CH3:54])(=[O:57])=[O:56])[C:8]2[C:4](=[CH:5][N:6]([CH2:36][O:37][CH2:38][CH2:39][Si:40]([CH3:43])([CH3:41])[CH3:42])[N:7]=2)[CH:3]=1. (2) Given the reactants [NH2:1][C:2]1[C:7]([CH:8]=[O:9])=[CH:6][CH:5]=[CH:4][N:3]=1.[Br:10]N1C(=O)CCC1=O, predict the reaction product. The product is: [NH2:1][C:2]1[C:7]([CH:8]=[O:9])=[CH:6][C:5]([Br:10])=[CH:4][N:3]=1. (3) Given the reactants [C:1]([O:5][C:6]([N:8]1[C:12]2=[N:13][CH:14]=[C:15]([O:17][CH2:18][C:19]3[CH:24]=[CH:23][CH:22]=[CH:21][CH:20]=3)[CH:16]=[C:11]2[CH:10]=[C:9]1[CH:25]=[O:26])=[O:7])([CH3:4])([CH3:3])[CH3:2].Cl([O-])=[O:28].[Na+].P([O-])(O)(O)=O.[Na+], predict the reaction product. The product is: [C:1]([O:5][C:6]([N:8]1[C:12]2=[N:13][CH:14]=[C:15]([O:17][CH2:18][C:19]3[CH:24]=[CH:23][CH:22]=[CH:21][CH:20]=3)[CH:16]=[C:11]2[CH:10]=[C:9]1[C:25]([OH:28])=[O:26])=[O:7])([CH3:4])([CH3:2])[CH3:3]. (4) The product is: [Cl:1][C:2]1[CH:7]=[CH:6][C:5](/[CH:8]=[CH:9]/[C:10]([OH:12])=[O:11])=[CH:4][C:3]=1[O:14][CH3:15]. Given the reactants [Cl:1][C:2]1[CH:7]=[CH:6][C:5](/[CH:8]=[CH:9]/[C:10]([O:12]C)=[O:11])=[CH:4][C:3]=1[O:14][CH3:15].[OH-].[Na+], predict the reaction product. (5) Given the reactants C(N(C(C)C)C(C)C)C.[NH2:10][C:11]1[CH:16]=[CH:15][CH:14]=[CH:13][CH:12]=1.[CH3:17][O:18][C:19](=[O:45])[C:20]([CH3:44])([CH3:43])[CH2:21][O:22][C:23]1[N:28]=[CH:27][C:26]([C:29]2[CH:38]=[C:37]3[C:32]([C:33]([C:40](O)=[O:41])=[CH:34][C:35]([CH3:39])=[N:36]3)=[CH:31][CH:30]=2)=[CH:25][CH:24]=1, predict the reaction product. The product is: [CH3:44][C:20]([CH3:43])([CH2:21][O:22][C:23]1[CH:24]=[CH:25][C:26]([C:29]2[CH:38]=[C:37]3[C:32]([C:33]([C:40](=[O:41])[NH:10][C:11]4[CH:16]=[CH:15][CH:14]=[CH:13][CH:12]=4)=[CH:34][C:35]([CH3:39])=[N:36]3)=[CH:31][CH:30]=2)=[CH:27][N:28]=1)[C:19]([O:18][CH3:17])=[O:45]. (6) Given the reactants [NH:1]1[C:9]2[CH:8]=[CH:7][CH:6]=[C:5]([C:10]([O:12][CH3:13])=[O:11])[C:4]=2[CH:3]=[CH:2]1.P(=O)(Cl)(Cl)Cl.CN([CH:22]=[O:23])C, predict the reaction product. The product is: [CH:22]([C:3]1[C:4]2[C:5]([C:10]([O:12][CH3:13])=[O:11])=[CH:6][CH:7]=[CH:8][C:9]=2[NH:1][CH:2]=1)=[O:23].